The task is: Regression. Given two drug SMILES strings and cell line genomic features, predict the synergy score measuring deviation from expected non-interaction effect.. This data is from NCI-60 drug combinations with 297,098 pairs across 59 cell lines. (1) Drug 1: C1CC(C1)(C(=O)O)C(=O)O.[NH2-].[NH2-].[Pt+2]. Drug 2: CCC1=C2CN3C(=CC4=C(C3=O)COC(=O)C4(CC)O)C2=NC5=C1C=C(C=C5)O. Cell line: SK-MEL-28. Synergy scores: CSS=21.3, Synergy_ZIP=-2.93, Synergy_Bliss=6.68, Synergy_Loewe=-10.9, Synergy_HSA=-0.336. (2) Drug 1: CC1C(C(CC(O1)OC2CC(OC(C2O)C)OC3=CC4=CC5=C(C(=O)C(C(C5)C(C(=O)C(C(C)O)O)OC)OC6CC(C(C(O6)C)O)OC7CC(C(C(O7)C)O)OC8CC(C(C(O8)C)O)(C)O)C(=C4C(=C3C)O)O)O)O. Drug 2: CC(C)(C#N)C1=CC(=CC(=C1)CN2C=NC=N2)C(C)(C)C#N. Cell line: NCI-H460. Synergy scores: CSS=88.3, Synergy_ZIP=2.05, Synergy_Bliss=1.01, Synergy_Loewe=-0.549, Synergy_HSA=-0.215. (3) Drug 1: CNC(=O)C1=CC=CC=C1SC2=CC3=C(C=C2)C(=NN3)C=CC4=CC=CC=N4. Synergy scores: CSS=42.4, Synergy_ZIP=-1.34, Synergy_Bliss=-0.425, Synergy_Loewe=-4.28, Synergy_HSA=2.15. Drug 2: C1=CC(=CC=C1CCC2=CNC3=C2C(=O)NC(=N3)N)C(=O)NC(CCC(=O)O)C(=O)O. Cell line: A549.